This data is from Forward reaction prediction with 1.9M reactions from USPTO patents (1976-2016). The task is: Predict the product of the given reaction. (1) Given the reactants FC(F)(F)C(O)=O.[F:8][C:9]1[CH:10]=[C:11]([CH:16]=[C:17]([F:36])[C:18]=1[C:19]1[N:23]([CH2:24][C@H:25]2[O:30][CH2:29][CH2:28][NH:27][CH2:26]2)[C:22]2[CH:31]=[CH:32][C:33]([CH3:35])=[CH:34][C:21]=2[N:20]=1)[C:12]([NH:14][CH3:15])=[O:13].Cl[C:38]([O:40][CH3:41])=[O:39].C(N(CC)C(C)C)(C)C, predict the reaction product. The product is: [F:36][C:17]1[CH:16]=[C:11]([C:12](=[O:13])[NH:14][CH3:15])[CH:10]=[C:9]([F:8])[C:18]=1[C:19]1[N:23]([CH2:24][C@H:25]2[O:30][CH2:29][CH2:28][N:27]([C:38]([O:40][CH3:41])=[O:39])[CH2:26]2)[C:22]2[CH:31]=[CH:32][C:33]([CH3:35])=[CH:34][C:21]=2[N:20]=1. (2) Given the reactants I[C:2]1[C:7]([O:8][CH3:9])=[CH:6][CH:5]=[CH:4][C:3]=1[O:10][CH3:11].[CH:12]([Mg]Cl)(C)C.[CH3:17][CH:18]1[CH2:23][C:22](=[O:24])[O:21][C:20](=[O:25])[CH2:19]1.Cl.[NH4+].[Cl-].C([O-])([O-])=O.[Cs+].[Cs+].IC, predict the reaction product. The product is: [CH3:11][O:10][C:3]1[CH:4]=[CH:5][CH:6]=[C:7]([O:8][CH3:9])[C:2]=1[C:22](=[O:24])[CH2:23][CH:18]([CH3:17])[CH2:19][C:20]([O:21][CH3:12])=[O:25]. (3) Given the reactants [NH:1]([C:3]1[CH:11]=[CH:10][C:6]([C:7]([OH:9])=[O:8])=[CH:5][CH:4]=1)[NH2:2].[C:12]([CH2:18][C:19]#[N:20])(=O)[C:13]([CH3:16])([CH3:15])[CH3:14], predict the reaction product. The product is: [NH2:20][C:19]1[N:1]([C:3]2[CH:4]=[CH:5][C:6]([C:7]([OH:9])=[O:8])=[CH:10][CH:11]=2)[N:2]=[C:12]([C:13]([CH3:16])([CH3:15])[CH3:14])[CH:18]=1. (4) The product is: [F:17][C:14]1[CH:15]=[CH:16][C:11]2[N:12]([C:8]([C:6]3[N:5]=[C:4]([NH:18][C@@H:19]4[CH2:24][CH2:23][CH2:22][N:21]([C:25]([O:27][C:28]([CH3:31])([CH3:30])[CH3:29])=[O:26])[CH2:20]4)[CH:3]=[C:2]([O:36][CH2:35][CH2:34][O:33][CH3:32])[N:7]=3)=[CH:9][N:10]=2)[CH:13]=1. Given the reactants Cl[C:2]1[N:7]=[C:6]([C:8]2[N:12]3[CH:13]=[C:14]([F:17])[CH:15]=[CH:16][C:11]3=[N:10][CH:9]=2)[N:5]=[C:4]([NH:18][C@@H:19]2[CH2:24][CH2:23][CH2:22][N:21]([C:25]([O:27][C:28]([CH3:31])([CH3:30])[CH3:29])=[O:26])[CH2:20]2)[CH:3]=1.[CH3:32][O:33][CH2:34][CH2:35][OH:36].[H-].[Na+].FC1C=CC2N(C(C3N=C(N[C@@H]4CCCN(C(OC(C)(C)C)=O)C4)C=C(OCCN4CCOCC4)N=3)=CN=2)C=1, predict the reaction product.